Dataset: Reaction yield outcomes from USPTO patents with 853,638 reactions. Task: Predict the reaction yield, written as a fraction of the theoretical maximum amount of product (1.0 means a 100% yield; for example, 0.34 means a 34% yield). (1) The reactants are [CH2:1]([N:8]1[C:20]2[CH:19]=[C:18]([C:21]([O:23][CH3:24])=[O:22])[CH:17]=[CH:16][C:15]=2[C:14]2[C:9]1=[CH:10][C:11]([C:27]1[C:28]([CH3:33])=[N:29][O:30][C:31]=1[CH3:32])=[CH:12][C:13]=2[C:25]#[N:26])[C:2]1[CH:7]=[CH:6][CH:5]=[CH:4][CH:3]=1.C([O-])([O-])=[O:35].[K+].[K+].OO. The product is [CH2:1]([N:8]1[C:20]2[CH:19]=[C:18]([C:21]([O:23][CH3:24])=[O:22])[CH:17]=[CH:16][C:15]=2[C:14]2[C:9]1=[CH:10][C:11]([C:27]1[C:28]([CH3:33])=[N:29][O:30][C:31]=1[CH3:32])=[CH:12][C:13]=2[C:25](=[O:35])[NH2:26])[C:2]1[CH:3]=[CH:4][CH:5]=[CH:6][CH:7]=1. The yield is 0.320. The catalyst is CS(C)=O.O. (2) The reactants are [Cl:1][C:2]1[CH:9]=[C:8](I)[CH:7]=[C:6]([F:11])[C:3]=1[C:4]#[N:5].[O:12]1[CH2:17][CH2:16][CH2:15][CH2:14][CH:13]1[N:18]1[C:22](B2OC(C)(C)C(C)(C)O2)=[CH:21][CH:20]=[N:19]1.C(=O)([O-])[O-].[Na+].[Na+].O. The catalyst is C1COCC1.Cl[Pd](Cl)([P](C1C=CC=CC=1)(C1C=CC=CC=1)C1C=CC=CC=1)[P](C1C=CC=CC=1)(C1C=CC=CC=1)C1C=CC=CC=1. The product is [Cl:1][C:2]1[CH:9]=[C:8]([C:22]2[N:18]([CH:13]3[CH2:14][CH2:15][CH2:16][CH2:17][O:12]3)[N:19]=[CH:20][CH:21]=2)[CH:7]=[C:6]([F:11])[C:3]=1[C:4]#[N:5]. The yield is 0.460. (3) The reactants are [Br:1][C:2]1[S:6][C:5]([C:7]2[S:8][CH:9]=[CH:10][CH:11]=2)=[CH:4][CH:3]=1.II.Br[C:15]1[CH:19]=[CH:18][S:17][C:16]=1[C:16]1[S:17][CH:18]=[CH:19][CH:15]=1.BrC1SC(Br)=CC=1. The catalyst is C1COCC1.C1C=CC(P(C2C=CC=CC=2)[C-]2C=CC=C2)=CC=1.C1C=CC(P(C2C=CC=CC=2)[C-]2C=CC=C2)=CC=1.Cl[Pd]Cl.[Fe+2]. The product is [Br:1][C:2]1[S:6][C:5]([C:7]2[S:8][C:9]([C:16]3[S:17][CH:18]=[CH:19][CH:15]=3)=[CH:10][CH:11]=2)=[CH:4][CH:3]=1. The yield is 0.390. (4) The reactants are B.C1COCC1.C1COCC1.[CH3:12][S:13][CH2:14][CH2:15][N:16]([C:30](=O)[C:31]1[CH:36]=[CH:35][C:34]([F:37])=[CH:33][CH:32]=1)[C:17]1[CH:22]=[CH:21][C:20]([S:23]([NH:26][C:27](=O)[CH3:28])(=[O:25])=[O:24])=[CH:19][CH:18]=1. The catalyst is C1COCC1. The product is [CH3:12][S:13][CH2:14][CH2:15][N:16]([CH2:30][C:31]1[CH:32]=[CH:33][C:34]([F:37])=[CH:35][CH:36]=1)[C:17]1[CH:18]=[CH:19][C:20]([S:23]([NH:26][CH2:27][CH3:28])(=[O:24])=[O:25])=[CH:21][CH:22]=1. The yield is 0.590. (5) The yield is 0.960. The product is [F:25][C:2]([F:1])([F:26])[O:3][C:4]1[CH:24]=[CH:23][C:7]([CH2:8][O:9][CH:10]2[CH2:15][CH2:14][NH:13][CH2:12][CH2:11]2)=[CH:6][CH:5]=1. The reactants are [F:1][C:2]([F:26])([F:25])[O:3][C:4]1[CH:24]=[CH:23][C:7]([CH2:8][O:9][CH:10]2[CH2:15][CH2:14][N:13](C(OC(C)(C)C)=O)[CH2:12][CH2:11]2)=[CH:6][CH:5]=1.C(O)(C(F)(F)F)=O. The catalyst is C(Cl)Cl. (6) The reactants are C[O:2][C:3](=[O:33])[CH2:4][C:5]1[CH:10]=[CH:9][C:8]([C:11]#[C:12][C:13]2[CH:14]=[C:15]3[C:20](=[C:21]([C:23]#[C:24][Si](C)(C)C)[CH:22]=2)[O:19][C:18]([CH3:30])([CH3:29])[CH2:17][C:16]3([CH3:32])[CH3:31])=[CH:7][CH:6]=1.O1CCCC1.O.O.[OH-].[Li+]. The catalyst is CO. The product is [C:23]([C:21]1[CH:22]=[C:13]([C:12]#[C:11][C:8]2[CH:9]=[CH:10][C:5]([CH2:4][C:3]([OH:33])=[O:2])=[CH:6][CH:7]=2)[CH:14]=[C:15]2[C:20]=1[O:19][C:18]([CH3:29])([CH3:30])[CH2:17][C:16]2([CH3:32])[CH3:31])#[CH:24]. The yield is 0.740. (7) The reactants are [F:1][C:2]1[CH:36]=[C:35]([NH:37][C:38]([NH:40][CH:41]([CH3:43])[CH3:42])=[O:39])[CH:34]=[CH:33][C:3]=1[O:4][C:5]1[CH:10]=[CH:9][N:8]=[C:7]2[CH:11]=[C:12]([C:14]3[N:15]([CH3:32])[C:16]([CH2:19][N:20]([CH2:28][CH2:29][O:30][CH3:31])C(=O)OC(C)(C)C)=[CH:17][N:18]=3)[S:13][C:6]=12.C(O)(C(F)(F)F)=O. The catalyst is C(Cl)Cl. The product is [F:1][C:2]1[CH:36]=[C:35]([NH:37][C:38]([NH:40][CH:41]([CH3:43])[CH3:42])=[O:39])[CH:34]=[CH:33][C:3]=1[O:4][C:5]1[CH:10]=[CH:9][N:8]=[C:7]2[CH:11]=[C:12]([C:14]3[N:15]([CH3:32])[C:16]([CH2:19][NH:20][CH2:28][CH2:29][O:30][CH3:31])=[CH:17][N:18]=3)[S:13][C:6]=12. The yield is 0.558. (8) The reactants are [C:1]([C:5]1[CH:10]=[CH:9][C:8]([CH2:11][C:12]([O:14]C)=[O:13])=[CH:7][CH:6]=1)([CH3:4])([CH3:3])[CH3:2].O. The catalyst is CO. The product is [C:1]([C:5]1[CH:10]=[CH:9][C:8]([CH2:11][C:12]([OH:14])=[O:13])=[CH:7][CH:6]=1)([CH3:4])([CH3:2])[CH3:3]. The yield is 0.990. (9) The reactants are [Cl:1][C:2]1[CH:3]=[CH:4][C:5]2[N:11]([CH2:12][C:13]([CH3:17])([CH3:16])[CH2:14][OH:15])[C:10](=[O:18])[C@@H:9]([CH2:19][C:20]([NH:22][C:23]3[CH:24]=[CH:25][C:26]4[O:30][C:29]([C:31]([O-:33])=[O:32])=[CH:28][C:27]=4[CH:34]=3)=[O:21])[O:8][C@H:7]([C:35]3[CH:40]=[CH:39][CH:38]=[C:37]([O:41][CH3:42])[C:36]=3[O:43][CH3:44])[C:6]=2[CH:45]=1.N1C=CC=CC=1.[C:52](OCC)(=[O:54])[CH3:53].C(Cl)(=O)C. The catalyst is O. The product is [C:52]([O:15][CH2:14][C:13]([CH3:17])([CH3:16])[CH2:12][N:11]1[C:5]2[CH:4]=[CH:3][C:2]([Cl:1])=[CH:45][C:6]=2[C@@H:7]([C:35]2[CH:40]=[CH:39][CH:38]=[C:37]([O:41][CH3:42])[C:36]=2[O:43][CH3:44])[O:8][C@H:9]([CH2:19][C:20]([NH:22][C:23]2[CH:24]=[CH:25][C:26]3[O:30][C:29]([C:31]([OH:33])=[O:32])=[CH:28][C:27]=3[CH:34]=2)=[O:21])[C:10]1=[O:18])(=[O:54])[CH3:53]. The yield is 0.880.